This data is from Reaction yield outcomes from USPTO patents with 853,638 reactions. The task is: Predict the reaction yield, written as a fraction of the theoretical maximum amount of product (1.0 means a 100% yield; for example, 0.34 means a 34% yield). (1) The reactants are [CH2:1]([C:4]1[S:31][C:7]2[N:8]=[C:9]([N:25]3[CH2:29][CH2:28][C@H:27]([NH2:30])[CH2:26]3)[N:10]=[C:11]([N:12]3[CH2:17][CH2:16][N:15]4[C:18]([C:21]([F:24])([F:23])[F:22])=[N:19][N:20]=[C:14]4[CH2:13]3)[C:6]=2[CH:5]=1)[CH2:2][CH3:3].C(N(CC)CC)C.[C:39](OC(=O)C)(=[O:41])[CH3:40]. The catalyst is ClCCl.CN(C)C1C=CN=CC=1. The product is [CH2:1]([C:4]1[S:31][C:7]2[N:8]=[C:9]([N:25]3[CH2:29][CH2:28][C@H:27]([NH:30][C:39](=[O:41])[CH3:40])[CH2:26]3)[N:10]=[C:11]([N:12]3[CH2:17][CH2:16][N:15]4[C:18]([C:21]([F:22])([F:23])[F:24])=[N:19][N:20]=[C:14]4[CH2:13]3)[C:6]=2[CH:5]=1)[CH2:2][CH3:3]. The yield is 0.730. (2) The reactants are [CH3:1][C:2]1[CH:10]=[CH:9][C:5]2[NH:6][CH:7]=[N:8][C:4]=2[CH:3]=1.C1C(=O)N([I:18])C(=O)C1.CCOC(C)=O.C([O-])(O)=O.[Na+]. The catalyst is C(O)(C(F)(F)F)=O. The product is [I:18][C:3]1[C:4]2[N:8]=[CH:7][NH:6][C:5]=2[CH:9]=[CH:10][C:2]=1[CH3:1]. The yield is 0.300. (3) The reactants are [CH3:1][N:2]([CH3:12])[S:3]([CH:6]1[CH2:11][CH2:10][NH:9][CH2:8][CH2:7]1)(=[O:5])=[O:4].[H-].[Na+].[Br:15][C:16]1[CH:25]=[C:24]2[C:19]([N:20](Cl)[CH2:21][CH:22]=[N:23]2)=[CH:18][CH:17]=1.O. The catalyst is CN(C)C=O. The product is [Br:15][C:16]1[CH:25]=[C:24]2[C:19]([N:20]=[CH:21][C:22]([N:9]3[CH2:8][CH2:7][CH:6]([S:3]([N:2]([CH3:12])[CH3:1])(=[O:5])=[O:4])[CH2:11][CH2:10]3)=[N:23]2)=[CH:18][CH:17]=1. The yield is 0.500.